From a dataset of Reaction yield outcomes from USPTO patents with 853,638 reactions. Predict the reaction yield, written as a fraction of the theoretical maximum amount of product (1.0 means a 100% yield; for example, 0.34 means a 34% yield). (1) The reactants are [N:1]1([C:6]2[CH:14]=[CH:13][C:9](C(O)=O)=[CH:8][CH:7]=2)[CH:5]=[CH:4][CH:3]=[N:2]1.C([N:17]([CH2:20]C)CC)C.C1(P(N=[N+]=[N-])(C2C=CC=CC=2)=[O:29])C=CC=CC=1.Cl.Cl.[CH3:41][O:42][CH2:43][C@H:44]1[C@H:53]2[CH2:54][CH2:55][N:56]([C:57]([C@H:59]3[CH2:64][CH2:63][CH2:62][CH2:61][C@H:60]3[NH2:65])=[O:58])[C@H:52]2[C:51]2[CH:50]=[CH:49][CH:48]=[CH:47][C:46]=2[NH:45]1. The catalyst is C1(C)C=CC=CC=1.O1CCCC1.O. The product is [CH3:41][O:42][CH2:43][C@H:44]1[C@H:53]2[CH2:54][CH2:55][N:56]([C:57]([C@H:59]3[CH2:64][CH2:63][CH2:62][CH2:61][C@H:60]3[NH:65][C:20]([NH:17][C:9]3[CH:8]=[CH:7][C:6]([N:1]4[CH:5]=[CH:4][CH:3]=[N:2]4)=[CH:14][CH:13]=3)=[O:29])=[O:58])[C@H:52]2[C:51]2[CH:50]=[CH:49][CH:48]=[CH:47][C:46]=2[NH:45]1. The yield is 0.760. (2) The reactants are [CH2:1]1[CH2:6][C@H:5]([C:7]([OH:9])=[O:8])[CH2:4][CH2:3][C@H:2]1[CH2:10][NH2:11].[C:12]([O:20][CH:21]([O:25][C:26](ON1C(=O)CCC1=O)=[O:27])[CH:22]([CH3:24])[CH3:23])(=[O:19])[C:13]1[CH:18]=[CH:17][CH:16]=[CH:15][CH:14]=1. The catalyst is CC(OC)(C)C.CC(C)=O.O. The product is [C:12]([O:20][CH:21]([O:25][C:26]([NH:11][CH2:10][C@H:2]1[CH2:3][CH2:4][C@H:5]([C:7]([OH:9])=[O:8])[CH2:6][CH2:1]1)=[O:27])[CH:22]([CH3:24])[CH3:23])(=[O:19])[C:13]1[CH:18]=[CH:17][CH:16]=[CH:15][CH:14]=1. The yield is 0.350. (3) The reactants are Br[CH2:2][CH2:3][C:4]1[CH:9]=[CH:8][C:7]([N+:10]([O-:12])=[O:11])=[CH:6][C:5]=1[Cl:13].[CH:14]1([CH2:20][NH2:21])[CH2:19][CH2:18][CH2:17][CH2:16][CH2:15]1.O. The catalyst is CS(C)=O. The product is [Cl:13][C:5]1[CH:6]=[C:7]([N+:10]([O-:12])=[O:11])[CH:8]=[CH:9][C:4]=1[CH2:3][CH2:2][NH:21][CH2:20][CH:14]1[CH2:19][CH2:18][CH2:17][CH2:16][CH2:15]1. The yield is 0.800. (4) The reactants are [CH2:1]([N:3]1[CH2:8][CH2:7][C:6](=O)[CH2:5][CH2:4]1)[CH3:2].[C:10]1([CH2:16][N:17]2[CH2:22][CH2:21][NH:20][CH2:19][CH2:18]2)[CH:15]=[CH:14][CH:13]=[CH:12][CH:11]=1. No catalyst specified. The product is [CH2:1]([N:3]1[CH2:8][CH2:7][CH:6]([N:20]2[CH2:21][CH2:22][N:17]([CH2:16][C:10]3[CH:11]=[CH:12][CH:13]=[CH:14][CH:15]=3)[CH2:18][CH2:19]2)[CH2:5][CH2:4]1)[CH3:2]. The yield is 0.710. (5) The reactants are [N:1]1[C:8]([Cl:9])=[N:7][C:5]([Cl:6])=[N:4][C:2]=1Cl.CCN(C(C)C)C(C)C.[CH:19]1([NH2:24])[CH2:23][CH2:22][CH2:21][CH2:20]1. The catalyst is C1COCC1.O. The product is [CH:19]1([NH:24][C:2]2[N:1]=[C:8]([Cl:9])[N:7]=[C:5]([Cl:6])[N:4]=2)[CH2:23][CH2:22][CH2:21][CH2:20]1. The yield is 0.960. (6) The reactants are [C:1]([C:3]1[CH:8]=[CH:7][CH:6]=[CH:5][C:4]=1[C:9]1[CH:14]=[CH:13][C:12]([CH2:15][C:16]2[C:17](=[O:42])[N:18]([C@H:28]3[CH2:33][CH2:32][C@H:31]([O:34][CH2:35][C:36](N(OC)C)=[O:37])[CH2:30][CH2:29]3)[C:19]3[N:20]([N:25]=[CH:26][CH:27]=3)[C:21]=2[CH2:22][CH2:23][CH3:24])=[C:11]([F:43])[CH:10]=1)#[N:2].[CH3:44][Mg]Br.C(OCC)(=O)C.[Cl-].[NH4+]. The catalyst is O1CCCC1. The product is [F:43][C:11]1[CH:10]=[C:9]([C:4]2[C:3]([C:1]#[N:2])=[CH:8][CH:7]=[CH:6][CH:5]=2)[CH:14]=[CH:13][C:12]=1[CH2:15][C:16]1[C:17](=[O:42])[N:18]([C@H:28]2[CH2:29][CH2:30][C@H:31]([O:34][CH2:35][CH:36]([OH:37])[CH3:44])[CH2:32][CH2:33]2)[C:19]2[N:20]([N:25]=[CH:26][CH:27]=2)[C:21]=1[CH2:22][CH2:23][CH3:24]. The yield is 0.990. (7) The reactants are C([Li])CCC.[S:6]1[C:10]([C:11]2[C:12]3[CH:19]=[CH:18][N:17]([CH2:20][O:21][CH2:22][CH2:23][Si:24]([CH3:27])([CH3:26])[CH3:25])[C:13]=3[N:14]=[CH:15][N:16]=2)=[CH:9][N:8]=[CH:7]1.C(Br)(Br)(Br)[Br:29]. The catalyst is CCCCCC.C1COCC1. The product is [Br:29][C:7]1[S:6][C:10]([C:11]2[C:12]3[CH:19]=[CH:18][N:17]([CH2:20][O:21][CH2:22][CH2:23][Si:24]([CH3:27])([CH3:26])[CH3:25])[C:13]=3[N:14]=[CH:15][N:16]=2)=[CH:9][N:8]=1. The yield is 0.570. (8) The reactants are [CH3:1][O:2][C:3]1[CH:12]=[CH:11][C:10]2[CH2:9][CH2:8][CH2:7][CH2:6][C:5]=2[C:4]=1[OH:13].C(=O)([O-])[O-].[Cs+].[Cs+].Br[CH:21]([CH3:23])[CH3:22]. The catalyst is CC(C)=O. The product is [CH:21]([O:13][C:4]1[C:3]([O:2][CH3:1])=[CH:12][CH:11]=[C:10]2[C:5]=1[CH2:6][CH2:7][CH2:8][CH2:9]2)([CH3:23])[CH3:22]. The yield is 0.930.